Task: Predict the reactants needed to synthesize the given product.. Dataset: Full USPTO retrosynthesis dataset with 1.9M reactions from patents (1976-2016) (1) Given the product [CH:21]1([N:10]2[C:11]3[C:7](=[CH:6][CH:5]=[C:4]([O:3][CH2:1][CH3:2])[CH:12]=3)[C:8]([C:13]#[N:14])=[CH:9]2)[CH2:24][CH2:23][CH2:22]1, predict the reactants needed to synthesize it. The reactants are: [CH2:1]([O:3][C:4]1[CH:12]=[C:11]2[C:7]([C:8]([C:13]#[N:14])=[CH:9][NH:10]2)=[CH:6][CH:5]=1)[CH3:2].C([O-])([O-])=O.[Cs+].[Cs+].[CH:21]1(Br)[CH2:24][CH2:23][CH2:22]1. (2) Given the product [CH2:15]([O:22][C:23](=[O:35])[NH:24][C@@H:25]([CH2:28][C:29]1[CH:34]=[CH:33][CH:32]=[CH:31][CH:30]=1)/[CH:26]=[N:42]/[C:37]1[CH:38]=[CH:39][CH:40]=[CH:41][C:36]=1[NH:43][CH3:2])[C:16]1[CH:21]=[CH:20][CH:19]=[CH:18][CH:17]=1, predict the reactants needed to synthesize it. The reactants are: Cl[C:2]1C(=O)C(C#N)=C(C#N)C(=O)C=1Cl.[CH2:15]([O:22][C:23](=[O:35])[NH:24][C@@H:25]([CH2:28][C:29]1[CH:34]=[CH:33][CH:32]=[CH:31][CH:30]=1)[CH:26]=O)[C:16]1[CH:21]=[CH:20][CH:19]=[CH:18][CH:17]=1.[C:36]1([NH2:43])[CH:41]=[CH:40][CH:39]=[CH:38][C:37]=1[NH2:42].